Dataset: Catalyst prediction with 721,799 reactions and 888 catalyst types from USPTO. Task: Predict which catalyst facilitates the given reaction. (1) Reactant: C1CCC(N=C=NC2CCCCC2)CC1.[C:16]([NH:26][C@H:27]([C:31]([OH:33])=[O:32])[CH:28]([CH3:30])[CH3:29])([O:18][CH2:19][C:20]1[CH:25]=[CH:24][CH:23]=[CH:22][CH:21]=1)=[O:17].O[CH2:35][CH2:36][CH2:37][C:38]([CH3:52])([CH3:51])[C:39]([O:41][CH2:42][C:43]1[CH:48]=[CH:47][C:46]([O:49][CH3:50])=[CH:45][CH:44]=1)=[O:40]. Product: [C:16]([NH:26][C@H:27]([C:31]([O:33][CH2:35][CH2:36][CH2:37][C:38]([CH3:51])([CH3:52])[C:39]([O:41][CH2:42][C:43]1[CH:48]=[CH:47][C:46]([O:49][CH3:50])=[CH:45][CH:44]=1)=[O:40])=[O:32])[CH:28]([CH3:29])[CH3:30])([O:18][CH2:19][C:20]1[CH:25]=[CH:24][CH:23]=[CH:22][CH:21]=1)=[O:17]. The catalyst class is: 79. (2) Reactant: [Cl-].O[NH3+:3].[C:4](=[O:7])([O-])[OH:5].[Na+].CS(C)=O.[CH3:13][O:14][CH2:15][C:16]([CH3:51])([CH3:50])[O:17][C:18]1[CH:23]=[CH:22][C:21]([N:24]2[C:29](=[O:30])[C:28]([CH2:31][C:32]3[CH:37]=[CH:36][C:35]([C:38]4[C:39]([C:44]#[N:45])=[CH:40][CH:41]=[CH:42][CH:43]=4)=[CH:34][CH:33]=3)=[C:27]([CH2:46][CH2:47][CH3:48])[N:26]=[C:25]2[CH3:49])=[CH:20][CH:19]=1. Product: [CH3:13][O:14][CH2:15][C:16]([CH3:50])([CH3:51])[O:17][C:18]1[CH:19]=[CH:20][C:21]([N:24]2[C:29](=[O:30])[C:28]([CH2:31][C:32]3[CH:37]=[CH:36][C:35]([C:38]4[CH:43]=[CH:42][CH:41]=[CH:40][C:39]=4[C:44]4[NH:3][C:4](=[O:7])[O:5][N:45]=4)=[CH:34][CH:33]=3)=[C:27]([CH2:46][CH2:47][CH3:48])[N:26]=[C:25]2[CH3:49])=[CH:22][CH:23]=1. The catalyst class is: 69. (3) Reactant: [NH:1]1[C:5]2=[N:6][CH:7]=[C:8]([C:10]#[N:11])[CH:9]=[C:4]2[CH:3]=[CH:2]1.[F:12][C:13]1[C:18]([CH:19]=[O:20])=[CH:17][CH:16]=[CH:15][C:14]=1[NH:21][S:22]([CH2:25][CH2:26][CH3:27])(=[O:24])=[O:23].[OH-].[K+].Cl. Product: [C:10]([C:8]1[CH:9]=[C:4]2[C:3]([CH:19]([OH:20])[C:18]3[C:13]([F:12])=[C:14]([NH:21][S:22]([CH2:25][CH2:26][CH3:27])(=[O:24])=[O:23])[CH:15]=[CH:16][CH:17]=3)=[CH:2][NH:1][C:5]2=[N:6][CH:7]=1)#[N:11]. The catalyst class is: 5. (4) The catalyst class is: 766. Product: [Cl:1][C:2]1[C:3]([O:12][C:13]2[CH:18]=[C:17]([O:19][CH:20]([CH3:22])[CH3:21])[CH:16]=[CH:15][C:14]=2/[CH:23]=[C:24](\[CH3:28])/[C:25]([NH:52][S:49]([NH:48][CH:45]2[CH2:46][CH2:47][CH:42]([CH3:41])[CH2:43][CH2:44]2)(=[O:51])=[O:50])=[O:27])=[N:4][CH:5]=[C:6]([C:8]([F:10])([F:9])[F:11])[CH:7]=1. Reactant: [Cl:1][C:2]1[C:3]([O:12][C:13]2[CH:18]=[C:17]([O:19][CH:20]([CH3:22])[CH3:21])[CH:16]=[CH:15][C:14]=2/[CH:23]=[C:24](\[CH3:28])/[C:25]([OH:27])=O)=[N:4][CH:5]=[C:6]([C:8]([F:11])([F:10])[F:9])[CH:7]=1.Cl.C(N=C=NCCCN(C)C)C.[CH3:41][CH:42]1[CH2:47][CH2:46][CH:45]([NH:48][S:49]([NH2:52])(=[O:51])=[O:50])[CH2:44][CH2:43]1.Cl. (5) Reactant: [NH2:1][C:2]1[C:12]([CH2:13][C:14]2[C:23]3[C:18](=[CH:19][CH:20]=[CH:21][CH:22]=3)[CH:17]=[CH:16][CH:15]=2)=[C:5]2[NH:6][C:7](=[O:11])[CH2:8][C:9](=[O:10])[N:4]2[N:3]=1.[C:24]1(=O)[O:29][C:27](=[O:28])[C:26]2=[CH:30][CH:31]=[CH:32][CH:33]=[C:25]12. Product: [O:28]=[C:27]1[C:26]2[C:25](=[CH:33][CH:32]=[CH:31][CH:30]=2)[C:24](=[O:29])[N:1]1[C:2]1[C:12]([CH2:13][C:14]2[C:23]3[C:18](=[CH:19][CH:20]=[CH:21][CH:22]=3)[CH:17]=[CH:16][CH:15]=2)=[C:5]2[NH:6][C:7](=[O:11])[CH2:8][C:9](=[O:10])[N:4]2[N:3]=1. The catalyst class is: 10.